Dataset: Full USPTO retrosynthesis dataset with 1.9M reactions from patents (1976-2016). Task: Predict the reactants needed to synthesize the given product. (1) Given the product [ClH:22].[NH:12]1[CH2:13][CH2:14][CH:9]([O:8][C:6]2[CH:5]=[CH:4][NH:3][C:2](=[O:1])[CH:7]=2)[CH2:10][CH2:11]1, predict the reactants needed to synthesize it. The reactants are: [O:1]=[C:2]1[CH:7]=[C:6]([O:8][CH:9]2[CH2:14][CH2:13][N:12](C(OC(C)(C)C)=O)[CH2:11][CH2:10]2)[CH:5]=[CH:4][NH:3]1.[ClH:22]. (2) Given the product [C:1]([O:5][C:6](=[O:28])[NH:7][CH2:8][CH:9]1[CH2:14][CH2:13][CH2:12][N:11]([C:15]2[C:20]([C:21]3[CH:22]=[N:23][N:24]([CH3:26])[CH:25]=3)=[CH:19][N:18]=[C:17]([C:39]3[CH:38]=[CH:37][CH:36]=[C:35]([C:33]4[CH:32]=[N:31][N:30]([CH3:29])[CH:34]=4)[CH:40]=3)[N:16]=2)[CH2:10]1)([CH3:4])([CH3:3])[CH3:2], predict the reactants needed to synthesize it. The reactants are: [C:1]([O:5][C:6](=[O:28])[NH:7][CH2:8][CH:9]1[CH2:14][CH2:13][CH2:12][N:11]([C:15]2[C:20]([C:21]3[CH:22]=[N:23][N:24]([CH3:26])[CH:25]=3)=[CH:19][N:18]=[C:17](Cl)[N:16]=2)[CH2:10]1)([CH3:4])([CH3:3])[CH3:2].[CH3:29][N:30]1[CH:34]=[C:33]([C:35]2[CH:40]=[CH:39][CH:38]=[C:37](B3OC(C)(C)C(C)(C)O3)[CH:36]=2)[CH:32]=[N:31]1.C(=O)([O-])[O-].[K+].[K+]. (3) The reactants are: [CH3:1][N:2]1[CH:10]=[C:9]2[C:4]([C:5]([CH3:15])=[CH:6][C:7]([C:11]([O:13]C)=[O:12])=[CH:8]2)=[N:3]1.[Li+].[OH-]. Given the product [CH3:1][N:2]1[CH:10]=[C:9]2[C:4]([C:5]([CH3:15])=[CH:6][C:7]([C:11]([OH:13])=[O:12])=[CH:8]2)=[N:3]1, predict the reactants needed to synthesize it. (4) Given the product [Br:13][C:14]1[CH:23]=[CH:22][CH:21]=[C:20]2[C:15]=1[C:16](=[O:17])[N:12]([CH2:11][CH2:10][C:6]1[N:5]=[C:4]3[CH:3]=[CH:2][S:1][C:9]3=[CH:8][CH:7]=1)[CH2:24]2, predict the reactants needed to synthesize it. The reactants are: [S:1]1[C:9]2[C:4](=[N:5][C:6]([CH2:10][CH2:11][NH2:12])=[CH:7][CH:8]=2)[CH:3]=[CH:2]1.[Br:13][C:14]1[CH:23]=[CH:22][CH:21]=[C:20]([CH2:24]Br)[C:15]=1[C:16](OC)=[O:17]. (5) Given the product [Cl:1][C:2]1[CH:9]=[C:8]([O:10][CH2:11][C:12]2[CH:17]=[CH:16][CH:15]=[CH:14][CH:13]=2)[CH:7]=[C:6]([Cl:18])[C:3]=1[CH2:4][OH:5], predict the reactants needed to synthesize it. The reactants are: [Cl:1][C:2]1[CH:9]=[C:8]([O:10][CH2:11][C:12]2[CH:17]=[CH:16][CH:15]=[CH:14][CH:13]=2)[CH:7]=[C:6]([Cl:18])[C:3]=1[CH:4]=[O:5].[BH4-].[Na+].[Cl-].[NH4+]. (6) Given the product [F:1][C:2]1[CH:11]=[C:10]2[C:5]([C:6]([N:19]3[CH2:24][CH2:23][S:39](=[O:41])(=[O:38])[C:21]4[N:25]=[CH:26][C:27]([N:29]5[CH2:34][CH2:33][O:32][CH2:31][CH2:30]5)=[CH:28][C:20]3=4)=[C:7]([CH3:18])[C:8]([C:12]3[CH:17]=[CH:16][CH:15]=[CH:14][N:13]=3)=[N:9]2)=[CH:4][CH:3]=1, predict the reactants needed to synthesize it. The reactants are: [F:1][C:2]1[CH:11]=[C:10]2[C:5]([C:6]([N:19]3[CH2:24][CH2:23]S[C:21]4[N:25]=[CH:26][C:27]([N:29]5[CH2:34][CH2:33][O:32][CH2:31][CH2:30]5)=[CH:28][C:20]3=4)=[C:7]([CH3:18])[C:8]([C:12]3[CH:17]=[CH:16][CH:15]=[CH:14][N:13]=3)=[N:9]2)=[CH:4][CH:3]=1.O.OO.[OH:38][S:39]([O-:41])=O.[Na+]. (7) Given the product [CH3:1][C:2]1[CH:11]=[CH:10][C:9]2[C:4](=[CH:5][CH:6]=[C:7]([CH3:12])[C:8]=2[N+:18]([O-:20])=[O:19])[N:3]=1, predict the reactants needed to synthesize it. The reactants are: [CH3:1][C:2]1[CH:11]=[CH:10][C:9]2[C:4](=[CH:5][CH:6]=[C:7]([CH3:12])[CH:8]=2)[N:3]=1.S(=O)(=O)(O)O.[N+:18]([O-])([O-:20])=[O:19].[K+].N. (8) The reactants are: [H-].[Al+3].[Li+].[H-].[H-].[H-].[O:7]([CH2:14][C@@H:15]([OH:48])[CH2:16][N:17]([CH:25]([CH3:47])[CH2:26][C:27]([C:38]1[CH:43]=[CH:42][C:41]([NH:44][CH:45]=O)=[CH:40][CH:39]=1)([C:29]1[CH:34]=[CH:33][C:32]([NH:35][CH:36]=O)=[CH:31][CH:30]=1)[OH:28])[CH2:18][C:19]1[CH:24]=[CH:23][CH:22]=[CH:21][CH:20]=1)[C:8]1[CH:13]=[CH:12][CH:11]=[CH:10][CH:9]=1. Given the product [O:7]([CH2:14][C@@H:15]([OH:48])[CH2:16][N:17]([CH:25]([CH3:47])[CH2:26][C:27]([C:29]1[CH:34]=[CH:33][C:32]([NH:35][CH3:36])=[CH:31][CH:30]=1)([C:38]1[CH:39]=[CH:40][C:41]([NH:44][CH3:45])=[CH:42][CH:43]=1)[OH:28])[CH2:18][C:19]1[CH:24]=[CH:23][CH:22]=[CH:21][CH:20]=1)[C:8]1[CH:9]=[CH:10][CH:11]=[CH:12][CH:13]=1, predict the reactants needed to synthesize it. (9) Given the product [C:13]([C:8]1[CH:7]=[CH:6][C:5]2[C:10](=[CH:11][CH:12]=[C:3]([O:2][CH3:1])[CH:4]=2)[CH:9]=1)#[CH:14], predict the reactants needed to synthesize it. The reactants are: [CH3:1][O:2][C:3]1[CH:4]=[C:5]2[C:10](=[CH:11][CH:12]=1)[CH:9]=[C:8]([C:13]#[C:14]C(C)(O)C)[CH:7]=[CH:6]2.[OH-].[Na+].O. (10) Given the product [C:1]12([C:11]3[CH:12]=[C:13]([C:25]4[CH:26]=[CH:27][C:22]([CH:20]=[O:21])=[CH:23][CH:24]=4)[CH:14]=[CH:15][C:16]=3[O:17][CH3:18])[CH2:10][CH:5]3[CH2:6][CH:7]([CH2:9][CH:3]([CH2:4]3)[CH2:2]1)[CH2:8]2, predict the reactants needed to synthesize it. The reactants are: [C:1]12([C:11]3[CH:12]=[C:13](Br)[CH:14]=[CH:15][C:16]=3[O:17][CH3:18])[CH2:10][CH:5]3[CH2:6][CH:7]([CH2:9][CH:3]([CH2:4]3)[CH2:2]1)[CH2:8]2.[CH:20]([C:22]1[CH:27]=[CH:26][C:25](B(O)O)=[CH:24][CH:23]=1)=[O:21].C(=O)([O-])[O-].[K+].[K+].